Dataset: Catalyst prediction with 721,799 reactions and 888 catalyst types from USPTO. Task: Predict which catalyst facilitates the given reaction. (1) Reactant: [CH2:1]([O:3][C:4](=[O:47])[C:5]1[CH:10]=[CH:9][CH:8]=[C:7]([C:11]2[C:20]3[CH2:21][N:22]([CH2:25][C:26]4[CH:31]=[CH:30][C:29]([F:32])=[CH:28][CH:27]=4)[C:23](=[O:24])[C:19]=3[C:18]([O:33]C(C3C=CC=CC=3)C3C=CC=CC=3)=[C:17]3[C:12]=2[CH:13]=[CH:14][CH:15]=[N:16]3)[CH:6]=1)[CH3:2].[F:48][C:49]([F:54])([F:53])[C:50]([OH:52])=[O:51].C([SiH](CC)CC)C. Product: [CH2:1]([O:3][C:4](=[O:47])[C:5]1[CH:10]=[CH:9][CH:8]=[C:7]([C:11]2[C:20]3[CH2:21][N:22]([CH2:25][C:26]4[CH:27]=[CH:28][C:29]([F:32])=[CH:30][CH:31]=4)[C:23](=[O:24])[C:19]=3[C:18]([OH:33])=[C:17]3[C:12]=2[CH:13]=[CH:14][CH:15]=[N:16]3)[CH:6]=1)[CH3:2].[C:50]([OH:52])([C:49]([F:54])([F:53])[F:48])=[O:51]. The catalyst class is: 4. (2) Reactant: Cl.[F:2][C:3]1[CH:15]=[CH:14][C:6]([O:7][CH:8]2[CH2:13][CH2:12][NH:11][CH2:10][CH2:9]2)=[CH:5][CH:4]=1.Cl[CH2:17][CH2:18][CH2:19][N:20]1[C:28]2[C:23](=[CH:24][CH:25]=[CH:26][C:27]=2[O:29][CH3:30])[C:22]([C:31](=[O:33])[CH3:32])=[CH:21]1.C(N(CC)CC)C.[Na+].[I-]. Product: [F:2][C:3]1[CH:15]=[CH:14][C:6]([O:7][CH:8]2[CH2:9][CH2:10][N:11]([CH2:17][CH2:18][CH2:19][N:20]3[C:28]4[C:23](=[CH:24][CH:25]=[CH:26][C:27]=4[O:29][CH3:30])[C:22]([C:31](=[O:33])[CH3:32])=[CH:21]3)[CH2:12][CH2:13]2)=[CH:5][CH:4]=1. The catalyst class is: 384. (3) Reactant: C([SiH](CC)CC)C.FC(F)(F)C(O)=O.O[CH:16]([C:31]1[C:32]([C:42]2[CH:47]=[CH:46][CH:45]=[CH:44][CH:43]=2)=[N:33][N:34]2[CH:39]=[C:38]([O:40][CH3:41])[CH:37]=[CH:36][C:35]=12)[C:17]1[CH:18]=[C:19]([CH:25]=[C:26]([N+:28]([O-:30])=[O:29])[CH:27]=1)[C:20]([O:22][CH2:23][CH3:24])=[O:21].C(=O)(O)[O-].[Na+]. Product: [CH3:41][O:40][C:38]1[CH:37]=[CH:36][C:35]2[N:34]([N:33]=[C:32]([C:42]3[CH:47]=[CH:46][CH:45]=[CH:44][CH:43]=3)[C:31]=2[CH2:16][C:17]2[CH:18]=[C:19]([CH:25]=[C:26]([N+:28]([O-:30])=[O:29])[CH:27]=2)[C:20]([O:22][CH2:23][CH3:24])=[O:21])[CH:39]=1. The catalyst class is: 4. (4) Reactant: C(N(S(F)(F)[F:7])CC)C.O[CH2:11][C:12]1[N:16]2[C:17](=[O:33])[N:18]([CH:20]3[CH2:25][CH2:24][N:23]([C:26]([O:28][C:29]([CH3:32])([CH3:31])[CH3:30])=[O:27])[CH2:22][CH2:21]3)[CH2:19][C:15]2=[CH:14][N:13]=1. Product: [F:7][CH2:11][C:12]1[N:16]2[C:17](=[O:33])[N:18]([CH:20]3[CH2:25][CH2:24][N:23]([C:26]([O:28][C:29]([CH3:32])([CH3:31])[CH3:30])=[O:27])[CH2:22][CH2:21]3)[CH2:19][C:15]2=[CH:14][N:13]=1. The catalyst class is: 4. (5) Reactant: CC1(C)[O:6][CH:5]2[C:7]([CH2:18][O:19]C(C3C=CC=CC=3)(C3C=CC=CC=3)C3C=CC=CC=3)=[CH:8][CH:9]([N:10]3[CH:14]=[C:13]([C:15]([NH2:17])=[O:16])[N:12]=[CH:11]3)[CH:4]2[O:3]1.OC1C(O)=C(N2C=NC(C(N)=O)=N2)C=C1CO.O. Product: [OH:6][CH:5]1[C:4]([OH:3])=[C:9]([N:10]2[CH:14]=[C:13]([C:15]([NH2:17])=[O:16])[N:12]=[CH:11]2)[CH:8]=[C:7]1[CH2:18][OH:19]. The catalyst class is: 5.